Dataset: Catalyst prediction with 721,799 reactions and 888 catalyst types from USPTO. Task: Predict which catalyst facilitates the given reaction. (1) Reactant: C([O:8][C:9]1[CH:10]=[C:11]([CH:15]([C:17]2[C:25]3[C:20](=[CH:21][CH:22]=[CH:23][CH:24]=3)[N:19]([CH:26]3[CH2:30]CC[CH2:27]3)[N:18]=2)[OH:16])[CH:12]=[CH:13][CH:14]=1)C1C=CC=CC=1.C([O-])=O.[NH4+]. Product: [OH:8][C:9]1[CH:10]=[C:11]([C:15]([C:17]2[C:25]3[C:20](=[CH:21][CH:22]=[CH:23][CH:24]=3)[N:19]([CH:26]([CH3:30])[CH3:27])[N:18]=2)=[O:16])[CH:12]=[CH:13][CH:14]=1. The catalyst class is: 63. (2) Reactant: C[O:2][C:3](=[O:25])[C:4]1[CH:9]=[C:8]([Cl:10])[CH:7]=[CH:6][C:5]=1[NH:11][S:12]([C:15]1[CH:20]=[CH:19][C:18]([C:21]([CH3:24])([CH3:23])[CH3:22])=[CH:17][CH:16]=1)(=[O:14])=[O:13].[Li+].[OH-]. Product: [C:21]([C:18]1[CH:17]=[CH:16][C:15]([S:12]([NH:11][C:5]2[CH:6]=[CH:7][C:8]([Cl:10])=[CH:9][C:4]=2[C:3]([OH:25])=[O:2])(=[O:14])=[O:13])=[CH:20][CH:19]=1)([CH3:24])([CH3:22])[CH3:23]. The catalyst class is: 90. (3) Reactant: [C:1]([O:5][C:6]([N:8]1[CH2:13][CH2:12][C@@H:11]([NH:14][C:15]2[C:20]([N+:21]([O-])=O)=[CH:19][N:18]=[C:17]3[N:24]([S:27]([C:30]4[CH:35]=[CH:34][CH:33]=[CH:32][CH:31]=4)(=[O:29])=[O:28])[CH:25]=[CH:26][C:16]=23)[C@H:10]([F:36])[CH2:9]1)=[O:7])([CH3:4])([CH3:3])[CH3:2]. Product: [C:1]([O:5][C:6]([N:8]1[CH2:13][CH2:12][C@@H:11]([NH:14][C:15]2[C:20]([NH2:21])=[CH:19][N:18]=[C:17]3[N:24]([S:27]([C:30]4[CH:31]=[CH:32][CH:33]=[CH:34][CH:35]=4)(=[O:29])=[O:28])[CH:25]=[CH:26][C:16]=23)[C@H:10]([F:36])[CH2:9]1)=[O:7])([CH3:4])([CH3:2])[CH3:3]. The catalyst class is: 78. (4) Reactant: [C:1]([O:5][C:6](=[O:29])[NH:7][C:8]1[CH:13]=[C:12]([S:14]C#N)[C:11]([C:17]([CH3:20])([CH3:19])[CH3:18])=[CH:10][C:9]=1[NH:21][C:22]([O:24][C:25]([CH3:28])([CH3:27])[CH3:26])=[O:23])([CH3:4])([CH3:3])[CH3:2].S.[Na].[BH4-].[Na+].CO. Product: [C:1]([O:5][C:6](=[O:29])[NH:7][C:8]1[CH:13]=[C:12]([SH:14])[C:11]([C:17]([CH3:18])([CH3:19])[CH3:20])=[CH:10][C:9]=1[NH:21][C:22]([O:24][C:25]([CH3:28])([CH3:27])[CH3:26])=[O:23])([CH3:2])([CH3:3])[CH3:4]. The catalyst class is: 313. (5) Product: [CH3:46][C:45]([CH3:48])([CH3:47])[C@H:40]([NH:39][C:6]([C@H:5]([CH2:9][CH:10]([CH3:12])[CH3:11])[CH2:4][C:3]([O:2][CH3:1])=[O:13])=[O:8])[C:41]([NH:43][CH3:44])=[O:42]. The catalyst class is: 96. Reactant: [CH3:1][O:2][C:3](=[O:13])[CH2:4][C@@H:5]([CH2:9][CH:10]([CH3:12])[CH3:11])[C:6]([OH:8])=O.C1CCC(N=C=NC2CCCCC2)CC1.C1C=CC2N(O)N=NC=2C=1.[NH2:39][C@@H:40]([C:45]([CH3:48])([CH3:47])[CH3:46])[C:41]([NH:43][CH3:44])=[O:42].